This data is from Forward reaction prediction with 1.9M reactions from USPTO patents (1976-2016). The task is: Predict the product of the given reaction. (1) Given the reactants [CH3:1][O-].[Na+].[N:4]#[C:5][NH2:6].[N:7]([C:10]1[CH:11]=[CH:12][C:13]([C:16]([F:19])([F:18])[F:17])=[N:14][CH:15]=1)=[C:8]=[S:9].IC, predict the reaction product. The product is: [C:5](/[N:6]=[C:8](\[S:9][CH3:1])/[NH:7][C:10]1[CH:15]=[N:14][C:13]([C:16]([F:19])([F:17])[F:18])=[CH:12][CH:11]=1)#[N:4]. (2) The product is: [Cl:16][C:17]1[C:26]2[C:21](=[CH:22][CH:23]=[CH:24][CH:25]=2)[C:20]([OH:27])=[C:19]([CH:5]([C:4]2[CH:12]=[CH:13][CH:14]=[CH:15][C:3]=2[Cl:2])[N:6]2[CH2:11][CH2:10][CH2:9][CH2:8][CH2:7]2)[CH:18]=1. Given the reactants [Cl-].[Cl:2][C:3]1[CH:15]=[CH:14][CH:13]=[CH:12][C:4]=1[CH:5]=[N+:6]1[CH2:11][CH2:10][CH2:9][CH2:8][CH2:7]1.[Cl:16][C:17]1[C:26]2[C:21](=[CH:22][CH:23]=[CH:24][CH:25]=2)[C:20]([OH:27])=[CH:19][CH:18]=1, predict the reaction product. (3) Given the reactants [CH3:1][O:2][C:3]1[CH:9]=[CH:8][C:7]([N+:10]([O-:12])=[O:11])=[CH:6][C:4]=1[NH2:5].[C:13](OC(=O)C)(=[O:15])[CH3:14].C(O)(=O)C.C1(C)C=CC=CC=1, predict the reaction product. The product is: [CH3:1][O:2][C:3]1[CH:9]=[CH:8][C:7]([N+:10]([O-:12])=[O:11])=[CH:6][C:4]=1[NH:5][C:13](=[O:15])[CH3:14]. (4) Given the reactants [Cl:1][C:2]1[CH:3]=[CH:4][C:5]2[N:11]3[C:12]([CH:15]4[CH2:17][CH2:16]4)=[N:13][N:14]=[C:10]3[C@@H:9]([CH2:18][CH2:19][OH:20])[O:8][C@H:7]([C:21]3[CH:26]=[CH:25][CH:24]=[C:23]([O:27][CH3:28])[C:22]=3[O:29][CH3:30])[C:6]=2[CH:31]=1.C(N(CC)CC)C.[CH3:39][S:40](Cl)(=[O:42])=[O:41].C(=O)(O)[O-].[Na+], predict the reaction product. The product is: [CH3:39][S:40]([O:20][CH2:19][CH2:18][C@H:9]1[O:8][C@H:7]([C:21]2[CH:26]=[CH:25][CH:24]=[C:23]([O:27][CH3:28])[C:22]=2[O:29][CH3:30])[C:6]2[CH:31]=[C:2]([Cl:1])[CH:3]=[CH:4][C:5]=2[N:11]2[C:12]([CH:15]3[CH2:17][CH2:16]3)=[N:13][N:14]=[C:10]12)(=[O:42])=[O:41]. (5) Given the reactants Br[C:2]1[CH:3]=[CH:4][C:5]([CH2:8][C:9]([NH2:11])=[O:10])=[N:6][CH:7]=1.[CH3:12][C:13]1([CH3:29])[C:17]([CH3:19])([CH3:18])[O:16][B:15]([B:15]2[O:16][C:17]([CH3:19])([CH3:18])[C:13]([CH3:29])([CH3:12])[O:14]2)[O:14]1.CC([O-])=O.[K+], predict the reaction product. The product is: [CH3:12][C:13]1([CH3:29])[C:17]([CH3:19])([CH3:18])[O:16][B:15]([C:2]2[CH:3]=[CH:4][C:5]([CH2:8][C:9]([NH2:11])=[O:10])=[N:6][CH:7]=2)[O:14]1. (6) Given the reactants [Li][CH2:2][CH2:3][CH2:4][CH3:5].[C:6]([CH2:8][C:9]([OH:11])=O)#[N:7].[CH2:12]1[CH2:16]OC[CH2:13]1, predict the reaction product. The product is: [O:11]=[C:9]([CH2:5][C:4]1[CH:16]=[CH:12][CH:13]=[CH:2][CH:3]=1)[CH2:8][C:6]#[N:7]. (7) Given the reactants C(O)(C(F)(F)F)=O.[CH:8]1([C:11]([NH:13][C@@H:14]2[CH2:18][CH2:17][N:16](C(OC(C)(C)C)=O)[CH2:15]2)=[O:12])[CH2:10][CH2:9]1, predict the reaction product. The product is: [NH:16]1[CH2:17][CH2:18][C@@H:14]([NH:13][C:11]([CH:8]2[CH2:9][CH2:10]2)=[O:12])[CH2:15]1. (8) Given the reactants C(N(CC)CC)C.[CH:8]1[CH:13]=[C:12]2[C:14]([C:17]([C:19](Cl)=[O:20])=[O:18])=[CH:15][NH:16][C:11]2=[CH:10][CH:9]=1.[C:22]([NH:30][CH2:31][CH2:32][CH:33]1[CH2:37][CH2:36][CH2:35][NH:34]1)(=[O:29])[C:23]1[CH:28]=[CH:27][CH:26]=[CH:25][CH:24]=1, predict the reaction product. The product is: [C:22]([NH:30][CH2:31][CH2:32][CH:33]1[CH2:37][CH2:36][CH2:35][N:34]1[C:19](=[O:20])[C:17]([C:14]1[C:12]2[C:11](=[CH:10][CH:9]=[CH:8][CH:13]=2)[NH:16][CH:15]=1)=[O:18])(=[O:29])[C:23]1[CH:24]=[CH:25][CH:26]=[CH:27][CH:28]=1. (9) Given the reactants [Li]CCCC.Br[C-:7]1[CH:11]=[CH:10][CH:9]=[CH:8]1.[C-:12]1([Br:17])[CH:16]=[CH:15][CH:14]=[CH:13]1.[Fe+2:18].[Cl-].[CH:20]1([PH:26][CH:27]2[CH2:32][CH2:31][CH2:30][CH2:29][CH2:28]2)[CH2:25][CH2:24][CH2:23][CH2:22][CH2:21]1.O, predict the reaction product. The product is: [CH:27]1([P:26]([CH:20]2[CH2:21][CH2:22][CH2:23][CH2:24][CH2:25]2)[C-:7]2[CH:11]=[CH:10][CH:9]=[CH:8]2)[CH2:28][CH2:29][CH2:30][CH2:31][CH2:32]1.[Br:17][C-:12]1[CH:16]=[CH:15][CH:14]=[CH:13]1.[Fe+2:18].